Dataset: Catalyst prediction with 721,799 reactions and 888 catalyst types from USPTO. Task: Predict which catalyst facilitates the given reaction. Reactant: Cl.[NH2:2][C@H:3]1[CH2:9][O:8][C:7]2[CH:10]=[CH:11][CH:12]=[CH:13][C:6]=2[N:5]([CH3:14])[C:4]1=[O:15].CCN(CC)CC.[C:23](Cl)(=O)[O:24]C1C=CC([N+]([O-])=O)=CC=1.[CH2:36]([CH:43]1[CH2:48][CH2:47][CH2:46][NH:45][CH2:44]1)[C:37]1[CH:42]=[CH:41][CH:40]=[CH:39][CH:38]=1. Product: [CH2:36]([CH:43]1[CH2:48][CH2:47][CH2:46][N:45]([C:23]([NH:2][C@H:3]2[CH2:9][O:8][C:7]3[CH:10]=[CH:11][CH:12]=[CH:13][C:6]=3[N:5]([CH3:14])[C:4]2=[O:15])=[O:24])[CH2:44]1)[C:37]1[CH:42]=[CH:41][CH:40]=[CH:39][CH:38]=1. The catalyst class is: 1.